The task is: Predict the product of the given reaction.. This data is from Forward reaction prediction with 1.9M reactions from USPTO patents (1976-2016). (1) Given the reactants [N:1]1[CH:6]=[CH:5][CH:4]=[CH:3][C:2]=1[C:7]1[N:11]=[C:10]([C:12]2[CH:17]=[C:16]([CH:18]=[CH2:19])[CH:15]=[C:14]([C:20]#[N:21])[CH:13]=2)[O:9][N:8]=1.C12CCCC(CCC1)B12[H]B2(C3CCCC2CCC3)[H]1.B1([O-])O[O:43]1.O.O.O.O.[Na+], predict the reaction product. The product is: [N:1]1[CH:6]=[CH:5][CH:4]=[CH:3][C:2]=1[C:7]1[N:11]=[C:10]([C:12]2[CH:17]=[C:16]([CH2:18][CH2:19][OH:43])[CH:15]=[C:14]([C:20]#[N:21])[CH:13]=2)[O:9][N:8]=1. (2) The product is: [NH2:1][CH2:4][C:5]1[CH:28]=[CH:27][C:8]([C:9]([NH:11][C@H:12]([C:23]([O:25][CH3:26])=[O:24])[CH2:13][NH:14][C:15](=[O:22])[C:16]2[CH:21]=[CH:20][CH:19]=[CH:18][CH:17]=2)=[O:10])=[C:7]([Cl:29])[CH:6]=1. Given the reactants [N:1]([CH2:4][C:5]1[CH:28]=[CH:27][C:8]([C:9]([NH:11][C@H:12]([C:23]([O:25][CH3:26])=[O:24])[CH2:13][NH:14][C:15](=[O:22])[C:16]2[CH:21]=[CH:20][CH:19]=[CH:18][CH:17]=2)=[O:10])=[C:7]([Cl:29])[CH:6]=1)=[N+]=[N-], predict the reaction product.